From a dataset of Forward reaction prediction with 1.9M reactions from USPTO patents (1976-2016). Predict the product of the given reaction. (1) Given the reactants C[O:2][C:3](=O)[C:4](=[C:13]1[CH2:16][N:15]([CH:17]([C:25]2[CH:30]=[CH:29][C:28]([Cl:31])=[CH:27][CH:26]=2)[C:18]2[CH:23]=[CH:22][C:21]([Cl:24])=[CH:20][CH:19]=2)[CH2:14]1)[C:5]1[CH:10]=[C:9]([F:11])[CH:8]=[C:7]([F:12])[CH:6]=1.CC(C[AlH]CC(C)C)C, predict the reaction product. The product is: [Cl:31][C:28]1[CH:29]=[CH:30][C:25]([CH:17]([C:18]2[CH:19]=[CH:20][C:21]([Cl:24])=[CH:22][CH:23]=2)[N:15]2[CH2:16][C:13](=[C:4]([C:5]3[CH:6]=[C:7]([F:12])[CH:8]=[C:9]([F:11])[CH:10]=3)[CH2:3][OH:2])[CH2:14]2)=[CH:26][CH:27]=1. (2) The product is: [Cl:21][C:16]1[NH:17][C:18]2[C:19](=[O:20])[N:11]([CH2:10][CH2:9][CH2:8][C:4]3[CH:5]=[CH:6][CH:7]=[C:2]([O:42][C:36]4[CH:41]=[CH:40][CH:39]=[CH:38][CH:37]=4)[CH:3]=3)[C:12](=[O:27])[N:13]([CH2:22][CH2:23][CH2:24][CH2:25][CH3:26])[C:14]=2[N:15]=1. Given the reactants Br[C:2]1[CH:3]=[C:4]([CH2:8][CH2:9][CH2:10][N:11]2[C:19](=[O:20])[C:18]3[NH:17][C:16]([Cl:21])=[N:15][C:14]=3[N:13]([CH2:22][CH2:23][CH2:24][CH2:25][CH3:26])[C:12]2=[O:27])[CH:5]=[CH:6][CH:7]=1.Cl.CN(C)CC(O)=O.[C:36]1([OH:42])[CH:41]=[CH:40][CH:39]=[CH:38][CH:37]=1.C(=O)([O-])[O-].[Cs+].[Cs+], predict the reaction product. (3) Given the reactants [C:1]([NH:8][C@H:9]([C:11]([OH:13])=O)[CH3:10])([O:3][C:4]([CH3:7])([CH3:6])[CH3:5])=[O:2].Cl.[CH3:15][NH:16][CH3:17].CCN(C(C)C)C(C)C.C1C=CC2N(O)N=NC=2C=1.CCN=C=NCCCN(C)C, predict the reaction product. The product is: [CH3:15][N:16]([CH3:17])[C:11](=[O:13])[C@H:9]([CH3:10])[NH:8][C:1]([O:3][C:4]([CH3:7])([CH3:6])[CH3:5])=[O:2]. (4) Given the reactants [CH3:1][O:2][C:3](=[O:12])[C:4]1[CH:9]=[C:8]([F:10])[CH:7]=[CH:6][C:5]=1[NH2:11].[Br:13][C:14]1[CH:15]=[C:16]([CH:19]=[CH:20][CH:21]=1)[CH:17]=O.[CH2:22]=[C:23]([CH3:25])[CH3:24].FC(F)(F)S([O-])(=O)=O.[Yb+3].FC(F)(F)S([O-])(=O)=O.FC(F)(F)S([O-])(=O)=O, predict the reaction product. The product is: [CH3:1][O:2][C:3]([C:4]1[CH:9]=[C:8]([F:10])[CH:7]=[C:6]2[C:5]=1[NH:11][CH:17]([C:16]1[CH:19]=[CH:20][CH:21]=[C:14]([Br:13])[CH:15]=1)[CH2:22][C:23]2([CH3:25])[CH3:24])=[O:12]. (5) Given the reactants [Br:1][C:2]1[C:3](=[O:10])[N:4]([CH3:9])[CH:5]=[C:6](I)[CH:7]=1.[C:11]([O:14][CH2:15][C:16]1[C:17]([N:25]2[CH2:36][CH2:35][N:34]3[C:27](=[CH:28][C:29]4[CH2:30][C:31]([CH3:38])([CH3:37])[CH2:32][C:33]=43)[C:26]2=[O:39])=[N:18][CH:19]=[CH:20][C:21]=1B(O)O)(=[O:13])[CH3:12].[O-]P([O-])([O-])=O.[K+].[K+].[K+].C([O-])(=O)C.[Na+], predict the reaction product. The product is: [C:11]([O:14][CH2:15][C:16]1[C:17]([N:25]2[CH2:36][CH2:35][N:34]3[C:27](=[CH:28][C:29]4[CH2:30][C:31]([CH3:38])([CH3:37])[CH2:32][C:33]=43)[C:26]2=[O:39])=[N:18][CH:19]=[CH:20][C:21]=1[C:6]1[CH:7]=[C:2]([Br:1])[C:3](=[O:10])[N:4]([CH3:9])[CH:5]=1)(=[O:13])[CH3:12]. (6) Given the reactants [NH2:1][CH2:2][CH2:3][CH2:4][CH2:5][N:6]1[CH2:11][CH2:10][N:9]([C:12]([O:14][C:15]([CH3:18])([CH3:17])[CH3:16])=[O:13])[CH2:8][CH2:7]1.C(N(C(C)C)CC)(C)C.[CH:28]1([CH2:34][S:35](Cl)(=[O:37])=[O:36])[CH2:33][CH2:32][CH2:31][CH2:30][CH2:29]1, predict the reaction product. The product is: [CH:28]1([CH2:34][S:35]([NH:1][CH2:2][CH2:3][CH2:4][CH2:5][N:6]2[CH2:11][CH2:10][N:9]([C:12]([O:14][C:15]([CH3:18])([CH3:17])[CH3:16])=[O:13])[CH2:8][CH2:7]2)(=[O:37])=[O:36])[CH2:33][CH2:32][CH2:31][CH2:30][CH2:29]1.